From a dataset of Reaction yield outcomes from USPTO patents with 853,638 reactions. Predict the reaction yield, written as a fraction of the theoretical maximum amount of product (1.0 means a 100% yield; for example, 0.34 means a 34% yield). (1) The reactants are Cl[C:2]1[C:10]2[C:5](=[CH:6][CH:7]=[CH:8][CH:9]=2)[NH:4][N:3]=1.[CH3:11][S-:12].[Na+].[OH2:14].C1C=C(Cl)C=C(C(OO)=[O:23])C=1. The catalyst is CN(C=O)C.C(Cl)Cl. The product is [CH3:11][S:12]([C:2]1[C:10]2[C:5](=[CH:6][CH:7]=[CH:8][CH:9]=2)[NH:4][N:3]=1)(=[O:23])=[O:14]. The yield is 0.340. (2) The reactants are [I:1][C:2]1[CH:3]=[C:4]2[C:8](=[CH:9][CH:10]=1)[N:7]([C:11]1[CH:19]=[CH:18][C:14]([C:15](O)=[O:16])=[CH:13][CH:12]=1)[N:6]=[CH:5]2. The catalyst is C1COCC1. The product is [I:1][C:2]1[CH:3]=[C:4]2[C:8](=[CH:9][CH:10]=1)[N:7]([C:11]1[CH:19]=[CH:18][C:14]([CH2:15][OH:16])=[CH:13][CH:12]=1)[N:6]=[CH:5]2. The yield is 0.710.